Dataset: Full USPTO retrosynthesis dataset with 1.9M reactions from patents (1976-2016). Task: Predict the reactants needed to synthesize the given product. (1) Given the product [CH2:8]([O:10][C:11](=[O:54])[CH2:12][C:13]1[CH:18]=[C:17]([C:19]2[CH:24]=[CH:23][C:22]([C:25]([C:30]3[CH:35]=[CH:34][C:33]([CH2:36][CH2:37][CH:38]([O:43][Si:44]([C:47]([CH3:50])([CH3:49])[CH3:48])([CH3:46])[CH3:45])[C:39]([CH3:42])([CH3:41])[CH3:40])=[C:32]([CH3:51])[CH:31]=3)([CH2:26][CH3:27])[CH2:28][CH3:29])=[CH:21][C:20]=2[CH3:52])[N:16]=[N:15][CH:14]=1)[CH3:9], predict the reactants needed to synthesize it. The reactants are: C(N(CC)CC)C.[CH2:8]([O:10][C:11](=[O:54])[CH2:12][C:13]1[CH:18]=[C:17]([C:19]2[CH:24]=[CH:23][C:22]([C:25]([C:30]3[CH:35]=[CH:34][C:33]([CH2:36][CH2:37][CH:38]([O:43][Si:44]([C:47]([CH3:50])([CH3:49])[CH3:48])([CH3:46])[CH3:45])[C:39]([CH3:42])([CH3:41])[CH3:40])=[C:32]([CH3:51])[CH:31]=3)([CH2:28][CH3:29])[CH2:26][CH3:27])=[CH:21][C:20]=2[CH3:52])[N:16]=[N:15][C:14]=1Cl)[CH3:9].[H][H]. (2) Given the product [C:39]([CH2:38][N:25]1[CH:24]=[C:23]([C:17]2[C:18]([CH:20]3[CH2:21][CH2:22]3)=[N:19][C:12]([N:9]3[CH2:10][CH2:11][N:6]([C:4]([CH:1]4[CH2:2][CH2:3]4)=[O:5])[C@H:7]([CH:28]4[CH2:29][CH2:30]4)[CH2:8]3)=[C:13]([CH:16]=2)[C:14]#[N:15])[CH:27]=[N:26]1)#[N:40], predict the reactants needed to synthesize it. The reactants are: [CH:1]1([C:4]([N:6]2[CH2:11][CH2:10][N:9]([C:12]3[N:19]=[C:18]([CH:20]4[CH2:22][CH2:21]4)[C:17]([C:23]4[CH:24]=[N:25][NH:26][CH:27]=4)=[CH:16][C:13]=3[C:14]#[N:15])[CH2:8][C@H:7]2[CH:28]2[CH2:30][CH2:29]2)=[O:5])[CH2:3][CH2:2]1.C([O-])([O-])=O.[K+].[K+].Br[CH2:38][C:39]#[N:40]. (3) Given the product [Cl:14][C:15]1[N:20]=[C:19]([NH:21][C:2]2[N:7]=[CH:6][C:5]3[N:8]=[CH:9][N:10]([CH:11]([CH3:13])[CH3:12])[C:4]=3[CH:3]=2)[CH:18]=[CH:17][N:16]=1, predict the reactants needed to synthesize it. The reactants are: Br[C:2]1[N:7]=[CH:6][C:5]2[N:8]=[CH:9][N:10]([CH:11]([CH3:13])[CH3:12])[C:4]=2[CH:3]=1.[Cl:14][C:15]1[N:20]=[C:19]([NH2:21])[CH:18]=[CH:17][N:16]=1.CC1(C)C2C(=C(P(C3C=CC=CC=3)C3C=CC=CC=3)C=CC=2)OC2C(P(C3C=CC=CC=3)C3C=CC=CC=3)=CC=CC1=2.C([O-])([O-])=O.[Cs+].[Cs+]. (4) Given the product [F:15][CH:16]([F:32])[C:17]1[CH:22]=[C:21]([C:2]2[CH:11]=[CH:10][C:9]3[C:4](=[C:5]([C:12]([OH:14])=[O:13])[CH:6]=[CH:7][CH:8]=3)[N:3]=2)[CH:20]=[CH:19][CH:18]=1, predict the reactants needed to synthesize it. The reactants are: Cl[C:2]1[CH:11]=[CH:10][C:9]2[C:4](=[C:5]([C:12]([OH:14])=[O:13])[CH:6]=[CH:7][CH:8]=2)[N:3]=1.[F:15][CH:16]([F:32])[C:17]1[CH:18]=[C:19](B2OC(C)(C)C(C)(C)O2)[CH:20]=[CH:21][CH:22]=1.[O-]P([O-])([O-])=O.[K+].[K+].[K+].C(Cl)Cl. (5) Given the product [CH3:36][C:31]1[C:30]([NH:27][C:28]([NH:1][C:2]2[CH:3]=[CH:4][C:5]([C:8](=[O:26])[CH2:9][N:10]3[C:14](=[O:15])[C:13]([C:19]4[CH:24]=[CH:23][CH:22]=[CH:21][CH:20]=4)([CH2:16][CH2:17][CH3:18])[N:12]=[C:11]3[CH3:25])=[CH:6][CH:7]=2)=[O:29])=[C:34]([CH3:35])[O:33][N:32]=1, predict the reactants needed to synthesize it. The reactants are: [NH2:1][C:2]1[CH:7]=[CH:6][C:5]([C:8](=[O:26])[CH2:9][N:10]2[C:14](=[O:15])[C:13]([C:19]3[CH:24]=[CH:23][CH:22]=[CH:21][CH:20]=3)([CH2:16][CH2:17][CH3:18])[N:12]=[C:11]2[CH3:25])=[CH:4][CH:3]=1.[N:27]([C:30]1[C:31]([CH3:36])=[N:32][O:33][C:34]=1[CH3:35])=[C:28]=[O:29]. (6) Given the product [CH3:31][O:30][C:27]1[CH:28]=[CH:29][C:24]([C:18]2[C:17](=[O:16])[C:7]3[C:8]4[CH:9]=[CH:10][CH:11]=[CH:12][C:13]=4[CH:14]=[C:5]([O:4][CH2:1][CH2:2][CH3:3])[C:6]=3[NH:15][CH:19]=2)=[CH:25][CH:26]=1, predict the reactants needed to synthesize it. The reactants are: [CH2:1]([O:4][C:5]1[C:6]([NH2:15])=[CH:7][C:8]2[C:13]([CH:14]=1)=[CH:12][CH:11]=[CH:10][CH:9]=2)[CH2:2][CH3:3].[OH:16][CH:17]=[C:18]([C:24]1[CH:29]=[CH:28][C:27]([O:30][CH3:31])=[CH:26][CH:25]=1)[C:19](OCC)=O. (7) Given the product [CH3:27][N:28]([CH3:33])[CH2:29][CH2:30][CH2:31][NH:32][S:14]([C:13]1[CH:12]=[C:11]2[C:7]([CH:8]=[N:9][N:10]2[CH2:18][CH:19]([CH3:21])[CH3:20])=[CH:6][C:5]=1[O:4][C:3]1[CH:22]=[CH:23][C:24]([F:26])=[CH:25][C:2]=1[F:1])(=[O:16])=[O:15], predict the reactants needed to synthesize it. The reactants are: [F:1][C:2]1[CH:25]=[C:24]([F:26])[CH:23]=[CH:22][C:3]=1[O:4][C:5]1[CH:6]=[C:7]2[C:11](=[CH:12][C:13]=1[S:14](Cl)(=[O:16])=[O:15])[N:10]([CH2:18][CH:19]([CH3:21])[CH3:20])[N:9]=[CH:8]2.[CH3:27][N:28]([CH3:33])[CH2:29][CH2:30][CH2:31][NH2:32].C(N(CC)CC)C. (8) Given the product [Cl:32][C:28]1[CH:29]=[C:30]2[C:25](=[CH:26][CH:27]=1)[NH:24][C:23]([C:21]([NH:20][C@@H:10]1[CH2:11][CH2:12][C@H:13]([C:15]([O:17][CH2:18][CH3:19])=[O:16])[CH2:14][C@H:9]1[NH:8][C:6]([C:42]1[S:43][C:37]3[CH2:36][N:35]([CH3:34])[CH2:40][CH2:39][C:38]=3[N:41]=1)=[O:7])=[O:22])=[CH:31]2, predict the reactants needed to synthesize it. The reactants are: C(O[C:6]([NH:8][C@@H:9]1[CH2:14][C@@H:13]([C:15]([O:17][CH2:18][CH3:19])=[O:16])[CH2:12][CH2:11][C@H:10]1[NH:20][C:21]([C:23]1[NH:24][C:25]2[C:30]([CH:31]=1)=[CH:29][C:28]([Cl:32])=[CH:27][CH:26]=2)=[O:22])=[O:7])(C)(C)C.Cl.[CH3:34][N:35]1[CH2:40][CH2:39][C:38]2[N:41]=[C:42](C([O-])=O)[S:43][C:37]=2[CH2:36]1.[Li+].